From a dataset of Forward reaction prediction with 1.9M reactions from USPTO patents (1976-2016). Predict the product of the given reaction. (1) Given the reactants C[O:2][C:3]([CH:5]1[CH2:9][C:8](=[O:10])[N:7]([C:11]2[CH:16]=[CH:15][C:14](/[CH:17]=[CH:18]/[C:19]3[CH:24]=[CH:23][C:22]([O:25][CH3:26])=[CH:21][CH:20]=3)=[CH:13][CH:12]=2)[CH2:6]1)=O.[CH3:27][NH2:28].O, predict the reaction product. The product is: [CH3:27][NH:28][C:3]([CH:5]1[CH2:9][C:8](=[O:10])[N:7]([C:11]2[CH:16]=[CH:15][C:14](/[CH:17]=[CH:18]/[C:19]3[CH:24]=[CH:23][C:22]([O:25][CH3:26])=[CH:21][CH:20]=3)=[CH:13][CH:12]=2)[CH2:6]1)=[O:2]. (2) Given the reactants [Cl:1][C:2]1[CH:21]=[CH:20][C:19](I)=[CH:18][C:3]=1[C:4]([NH:6][CH2:7][C:8]12[CH2:17][CH:12]3[CH2:13][CH:14]([CH2:16][CH:10]([CH2:11]3)[CH2:9]1)[CH2:15]2)=[O:5].[OH:23][C:24]1[CH:29]=[CH:28][CH:27]=[CH:26][C:25]=1B(O)O.C(=O)([O-])[O-].[K+].[K+].O, predict the reaction product. The product is: [Cl:1][C:2]1[CH:21]=[CH:20][C:19]([C:25]2[CH:26]=[CH:27][CH:28]=[CH:29][C:24]=2[OH:23])=[CH:18][C:3]=1[C:4]([NH:6][CH2:7][C:8]12[CH2:17][CH:12]3[CH2:13][CH:14]([CH2:16][CH:10]([CH2:11]3)[CH2:9]1)[CH2:15]2)=[O:5]. (3) Given the reactants [F:1][C:2]([F:14])([F:13])[O:3][C:4]1[CH:12]=[CH:11][C:7]([C:8]([OH:10])=O)=[CH:6][CH:5]=1.CN(C(ON1N=NC2C=CC=NC1=2)=[N+](C)C)C.F[P-](F)(F)(F)(F)F.CCN(C(C)C)C(C)C.[NH2:48][C:49]([C:67]#[N:68])([CH3:66])[CH2:50][O:51][C:52]1[CH:53]=[CH:54][C:55]2[CH2:59][O:58][B:57]([OH:60])[C:56]=2[C:61]=1[NH:62][C:63](=[O:65])[CH3:64], predict the reaction product. The product is: [C:63]([NH:62][C:61]1[C:56]2[B:57]([OH:60])[O:58][CH2:59][C:55]=2[CH:54]=[CH:53][C:52]=1[O:51][CH2:50][C:49]([NH:48][C:8](=[O:10])[C:7]1[CH:6]=[CH:5][C:4]([O:3][C:2]([F:1])([F:14])[F:13])=[CH:12][CH:11]=1)([C:67]#[N:68])[CH3:66])(=[O:65])[CH3:64]. (4) The product is: [C:31]([N:13]1[CH2:14][CH2:15][CH:10]([CH2:9][C:8]([NH:7][C:4]2[CH:3]=[CH:2][C:1]([C:17]3[CH:18]=[CH:19][CH:20]=[CH:21][CH:22]=3)=[CH:6][CH:5]=2)=[O:16])[CH2:11][CH2:12]1)(=[O:33])[CH3:32]. Given the reactants [C:1]1([C:17]2[CH:22]=[CH:21][CH:20]=[CH:19][CH:18]=2)[CH:6]=[CH:5][C:4]([NH:7][C:8](=[O:16])[CH2:9][CH:10]2[CH2:15][CH2:14][NH:13][CH2:12][CH2:11]2)=[CH:3][CH:2]=1.Cl.C(N(CC)CC)C.[C:31](Cl)(=[O:33])[CH3:32], predict the reaction product.